The task is: Predict the reactants needed to synthesize the given product.. This data is from Full USPTO retrosynthesis dataset with 1.9M reactions from patents (1976-2016). (1) The reactants are: I[C:2]1[CH:7]=[CH:6][CH:5]=[CH:4][CH:3]=1.[NH:8]1[CH2:13][CH2:12][O:11][CH2:10][CH2:9]1.N1CCC[C@H]1C(O)=O. Given the product [C:2]1([N:8]2[CH2:13][CH2:12][O:11][CH2:10][CH2:9]2)[CH:7]=[CH:6][CH:5]=[CH:4][CH:3]=1, predict the reactants needed to synthesize it. (2) Given the product [NH2:11][S:8]([C:5]1[CH:6]=[CH:7][C:2]([NH:1][C:21](=[O:22])[CH2:20][Cl:19])=[C:3]([Cl:12])[CH:4]=1)(=[O:9])=[O:10], predict the reactants needed to synthesize it. The reactants are: [NH2:1][C:2]1[CH:7]=[CH:6][C:5]([S:8]([NH2:11])(=[O:10])=[O:9])=[CH:4][C:3]=1[Cl:12].C(=O)([O-])[O-].[K+].[K+].[Cl:19][CH2:20][C:21](Cl)=[O:22].CCCCC.C(OCC)(=O)C.